Dataset: Forward reaction prediction with 1.9M reactions from USPTO patents (1976-2016). Task: Predict the product of the given reaction. (1) Given the reactants [C:1]([OH:13])(=[O:12])[CH2:2][C:3]([CH2:8][C:9]([OH:11])=[O:10])([C:5]([OH:7])=[O:6])[OH:4].[Zr:14], predict the reaction product. The product is: [C:1]([O-:13])(=[O:12])[CH2:2][C:3]([CH2:8][C:9]([O-:11])=[O:10])([C:5]([O-:7])=[O:6])[OH:4].[Zr+4:14].[C:1]([O-:13])(=[O:12])[CH2:2][C:3]([CH2:8][C:9]([O-:11])=[O:10])([C:5]([O-:7])=[O:6])[OH:4].[C:1]([O-:13])(=[O:12])[CH2:2][C:3]([CH2:8][C:9]([O-:11])=[O:10])([C:5]([O-:7])=[O:6])[OH:4].[C:1]([O-:13])(=[O:12])[CH2:2][C:3]([CH2:8][C:9]([O-:11])=[O:10])([C:5]([O-:7])=[O:6])[OH:4].[Zr+4:14].[Zr+4:14]. (2) Given the reactants [CH3:1][O:2][C:3]1[CH:8]=[CH:7][C:6]([C:9]([O:11][CH3:12])=[O:10])=[CH:5][C:4]=1[OH:13].C(=O)([O-])[O-].[Cs+].[Cs+].CS(O[CH2:25][CH:26]1[CH2:31][CH2:30][N:29]([C:32]([O:34][C:35]([CH3:38])([CH3:37])[CH3:36])=[O:33])[CH2:28][CH2:27]1)(=O)=O.O, predict the reaction product. The product is: [CH3:1][O:2][C:3]1[CH:8]=[CH:7][C:6]([C:9]([O:11][CH3:12])=[O:10])=[CH:5][C:4]=1[O:13][CH2:25][CH:26]1[CH2:31][CH2:30][N:29]([C:32]([O:34][C:35]([CH3:36])([CH3:38])[CH3:37])=[O:33])[CH2:28][CH2:27]1. (3) The product is: [N+:1]([C:4]1[CH:5]=[C:6]([CH:17]=[CH:18][C:19]([OH:21])=[O:20])[CH:7]=[CH:8][C:9]=1[S:10][C:11]1[CH:16]=[CH:15][CH:14]=[CH:13][N:12]=1)([O-:3])=[O:2].[NH2:33][CH:26]([CH2:25][CH3:24])[C:27]([OH:29])=[O:28]. Given the reactants [N+:1]([C:4]1[CH:5]=[C:6]([CH:17]=[CH:18][C:19]([OH:21])=[O:20])[CH:7]=[CH:8][C:9]=1[S:10][C:11]1[CH:16]=[CH:15][CH:14]=[CH:13][N:12]=1)([O-:3])=[O:2].Cl.N[CH2:24][CH2:25][CH2:26][C:27]([O:29]C)=[O:28].CC[N:33]=C=NCCCN(C)C.Cl, predict the reaction product. (4) Given the reactants [CH2:1]([C:3]1[CH:8]=[C:7]([C:9]2[CH2:10][CH2:11][NH:12][CH2:13][CH:14]=2)[CH:6]=[CH:5][C:4]=1[N:15]([CH3:26])[C:16]1[N:21]=[CH:20][C:19]2[N:22]=[CH:23][N:24]([CH3:25])[C:18]=2[CH:17]=1)[CH3:2].[S:27]1[C:31]([NH:32][C:33](=[O:41])OC2C=CC=CC=2)=[N:30]C=N1.[CH:42]([N:45](C(C)C)CC)(C)C, predict the reaction product. The product is: [CH2:1]([C:3]1[CH:8]=[C:7]([C:9]2[CH2:10][CH2:11][N:12]([C:33]([NH:32][C:31]3[S:27][CH:42]=[N:45][N:30]=3)=[O:41])[CH2:13][CH:14]=2)[CH:6]=[CH:5][C:4]=1[N:15]([CH3:26])[C:16]1[N:21]=[CH:20][C:19]2[N:22]=[CH:23][N:24]([CH3:25])[C:18]=2[CH:17]=1)[CH3:2]. (5) Given the reactants [CH3:1][O:2][C:3]1[N:4]=[CH:5][C:6]([C:9]([OH:11])=O)=[N:7][CH:8]=1.[Cl-].COC1N=C(OC)N=C([N+]2(C)CCOCC2)N=1.[NH2:30][C:31]1[CH:32]=[CH:33][C:34]([F:48])=[C:35]([C@:37]2([CH3:47])[CH2:42][N:41]3[CH:43]=[CH:44][N:45]=[C:40]3[C:39]([NH2:46])=[N:38]2)[CH:36]=1.C([O-])([O-])=O.[Na+].[Na+], predict the reaction product. The product is: [NH2:46][C:39]1[C:40]2[N:41]([CH:43]=[CH:44][N:45]=2)[CH2:42][C@:37]([C:35]2[CH:36]=[C:31]([NH:30][C:9]([C:6]3[CH:5]=[N:4][C:3]([O:2][CH3:1])=[CH:8][N:7]=3)=[O:11])[CH:32]=[CH:33][C:34]=2[F:48])([CH3:47])[N:38]=1. (6) Given the reactants [CH:1]1[C:13]2[CH:12]([CH2:14][O:15][C:16]([N:18]3[CH2:23][CH2:22][CH:21]([C:24](Cl)=[O:25])[CH2:20][CH2:19]3)=[O:17])[C:11]3[C:6](=[CH:7][CH:8]=[CH:9][CH:10]=3)[C:5]=2[CH:4]=[CH:3][CH:2]=1.C[Si]([CH:31]=[N+:32]=[N-:33])(C)C, predict the reaction product. The product is: [CH:1]1[C:13]2[CH:12]([CH2:14][O:15][C:16]([N:18]3[CH2:23][CH2:22][CH:21]([C:24](=[O:25])[CH:31]=[N+:32]=[N-:33])[CH2:20][CH2:19]3)=[O:17])[C:11]3[C:6](=[CH:7][CH:8]=[CH:9][CH:10]=3)[C:5]=2[CH:4]=[CH:3][CH:2]=1. (7) Given the reactants [C:1]([C:3]1C=C(C=CC=1)N)#N.[CH3:10][N:11]1[CH2:16][CH2:15][N:14]([C:17]2[CH:22]=[CH:21][N:20]=[C:19]([NH:23][C:24]3[CH:25]=[C:26]([CH:29]=[CH:30][CH:31]=3)[C:27]#[N:28])[N:18]=2)[CH:13]([C:32]2[CH:37]=[CH:36][CH:35]=[CH:34][CH:33]=2)[C:12]1=[O:38].CC1C=CC(S(O)(=O)=O)=CC=1, predict the reaction product. The product is: [CH2:10]([N:11]1[CH2:16][CH2:15][N:14]([C:17]2[CH:22]=[CH:21][N:20]=[C:19]([NH:23][C:24]3[CH:25]=[C:26]([CH:29]=[CH:30][CH:31]=3)[C:27]#[N:28])[N:18]=2)[CH:13]([C:32]2[CH:33]=[CH:34][CH:35]=[CH:36][CH:37]=2)[C:12]1=[O:38])[CH:1]=[CH2:3].